From a dataset of NCI-60 drug combinations with 297,098 pairs across 59 cell lines. Regression. Given two drug SMILES strings and cell line genomic features, predict the synergy score measuring deviation from expected non-interaction effect. (1) Drug 1: C1=CC(=CC=C1CC(C(=O)O)N)N(CCCl)CCCl.Cl. Drug 2: CC1CCCC2(C(O2)CC(NC(=O)CC(C(C(=O)C(C1O)C)(C)C)O)C(=CC3=CSC(=N3)C)C)C. Cell line: HL-60(TB). Synergy scores: CSS=33.0, Synergy_ZIP=0.921, Synergy_Bliss=-1.15, Synergy_Loewe=-4.92, Synergy_HSA=-3.95. (2) Drug 1: CN(C(=O)NC(C=O)C(C(C(CO)O)O)O)N=O. Drug 2: CC1C(C(CC(O1)OC2CC(CC3=C2C(=C4C(=C3O)C(=O)C5=C(C4=O)C(=CC=C5)OC)O)(C(=O)CO)O)N)O.Cl. Cell line: PC-3. Synergy scores: CSS=46.9, Synergy_ZIP=-2.85, Synergy_Bliss=-2.41, Synergy_Loewe=-1.81, Synergy_HSA=0.480.